From a dataset of Forward reaction prediction with 1.9M reactions from USPTO patents (1976-2016). Predict the product of the given reaction. (1) Given the reactants [CH:1]([C:4]1[O:8][C:7]([C@@H:9]2[N:14]([CH3:15])[CH2:13][C@@H:12]([C:16]([O:18]C)=[O:17])[CH2:11][CH2:10]2)=[N:6][N:5]=1)([CH3:3])[CH3:2].[OH-].[Na+:21], predict the reaction product. The product is: [CH:1]([C:4]1[O:8][C:7]([C@@H:9]2[N:14]([CH3:15])[CH2:13][C@@H:12]([C:16]([O-:18])=[O:17])[CH2:11][CH2:10]2)=[N:6][N:5]=1)([CH3:3])[CH3:2].[Na+:21]. (2) Given the reactants ClC(OCC)=O.[Br:7][C:8]1[CH:13]=[CH:12][C:11]([C@@H:14]2[CH2:16][C@H:15]2[C:17]([OH:19])=O)=[CH:10][CH:9]=1.CCN(CC)CC.[N-:27]=[N+:28]=[N-:29].[Na+], predict the reaction product. The product is: [Br:7][C:8]1[CH:13]=[CH:12][C:11]([C@@H:14]2[CH2:16][C@H:15]2[C:17]([N:27]=[N+:28]=[N-:29])=[O:19])=[CH:10][CH:9]=1. (3) Given the reactants C(=O)([O-])[O-].[Na+].[Na+].[NH:7]1[CH2:13][CH2:12][CH2:11][NH:10][CH2:9][CH2:8]1.Br[CH2:15][CH2:16][CH2:17][CH2:18][C:19]([O:21][CH2:22][CH3:23])=[O:20], predict the reaction product. The product is: [CH2:22]([O:21][C:19](=[O:20])[CH2:18][CH2:17][CH2:16][CH2:15][N:7]1[CH2:13][CH2:12][CH2:11][NH:10][CH2:9][CH2:8]1)[CH3:23].